Task: Predict the reactants needed to synthesize the given product.. Dataset: Full USPTO retrosynthesis dataset with 1.9M reactions from patents (1976-2016) Given the product [CH2:22]([O:21][C:19]([NH:2][CH2:3][C@H:4]1[CH2:5][CH2:6][C@H:30]([C:31]([OH:13])=[O:32])[CH2:29][CH2:33]1)=[O:20])[C:23]1[CH:28]=[CH:27][CH:26]=[CH:25][CH:24]=1, predict the reactants needed to synthesize it. The reactants are: C[NH:2][C@H:3]1CC[C@H:6](C(O)=O)[CH2:5][CH2:4]1.C([O-])([O-])=[O:13].[Na+].[Na+].Cl[C:19]([O:21][CH2:22][C:23]1[CH:28]=[CH:27][CH:26]=[CH:25][CH:24]=1)=[O:20].[CH2:29]1[CH2:33][O:32][CH2:31][CH2:30]1.